This data is from Forward reaction prediction with 1.9M reactions from USPTO patents (1976-2016). The task is: Predict the product of the given reaction. (1) The product is: [Br:22][C:23]1[N:24]=[C:25]([CH3:31])[NH:26][C:27]=1[C:28]([NH:1][CH2:2][C:3]1[CH:8]=[CH:7][C:6]([Cl:9])=[C:5]([O:10][C:11]2[CH:18]=[C:17]([CH2:19][CH3:20])[CH:16]=[C:13]([C:14]#[N:15])[CH:12]=2)[C:4]=1[F:21])=[O:29]. Given the reactants [NH2:1][CH2:2][C:3]1[C:4]([F:21])=[C:5]([O:10][C:11]2[CH:12]=[C:13]([CH:16]=[C:17]([CH2:19][CH3:20])[CH:18]=2)[C:14]#[N:15])[C:6]([Cl:9])=[CH:7][CH:8]=1.[Br:22][C:23]1[N:24]=[C:25]([CH3:31])[NH:26][C:27]=1[C:28](O)=[O:29].CCN(C(C)C)C(C)C.C(Cl)CCl, predict the reaction product. (2) Given the reactants [CH2:1]([O:8][C:9]1[CH:17]=[CH:16][C:12]([C:13](O)=[O:14])=[C:11]([O:18][CH2:19][CH2:20][CH2:21][NH:22][C:23]([O:25][C:26]([CH3:29])([CH3:28])[CH3:27])=[O:24])[CH:10]=1)[C:2]1[CH:7]=[CH:6][CH:5]=[CH:4][CH:3]=1.[CH3:30][O:31][C:32]1[CH:47]=[CH:46][C:35]([C:36]([NH:38][C:39]2[C:40]([NH2:45])=[CH:41][CH:42]=[CH:43][CH:44]=2)=[O:37])=[CH:34][CH:33]=1, predict the reaction product. The product is: [CH2:1]([O:8][C:9]1[CH:17]=[CH:16][C:12]([C:13]([NH:45][C:40]2[C:39]([NH:38][C:36](=[O:37])[C:35]3[CH:34]=[CH:33][C:32]([O:31][CH3:30])=[CH:47][CH:46]=3)=[CH:44][CH:43]=[CH:42][CH:41]=2)=[O:14])=[C:11]([O:18][CH2:19][CH2:20][CH2:21][NH:22][C:23]([O:25][C:26]([CH3:28])([CH3:27])[CH3:29])=[O:24])[CH:10]=1)[C:2]1[CH:3]=[CH:4][CH:5]=[CH:6][CH:7]=1. (3) The product is: [NH2:1][CH:2]([CH:6]1[CH2:10][CH2:9][N:8]([C:17]2[C:16]([CH3:25])=[C:21]3[C:20]([C:15](=[O:38])[N:14]([CH:26]4[CH2:27][CH2:28]4)[C:13](=[O:29])[NH:12]3)=[CH:19][C:18]=2[F:23])[CH2:7]1)[CH2:3][C:4]#[N:5]. Given the reactants [NH2:1][CH:2]([CH:6]1[CH2:10][CH2:9][NH:8][CH2:7]1)[CH2:3][C:4]#[N:5].N[N:12]1[C:21](=O)[C:20]2[C:15](=[C:16]([CH3:25])[C:17](F)=[C:18]([F:23])[CH:19]=2)[N:14]([CH:26]2[CH2:28][CH2:27]2)[C:13]1=[O:29].CN(C)C(N(C)C)=N.[OH2:38], predict the reaction product. (4) Given the reactants [CH3:1][Mg]Br.[Cl:4][C:5]1[CH:10]=[CH:9][C:8]([C:11]2[O:15][N:14]=[C:13](/[CH:16]=[N:17]/[S@@:18]([C:20]([CH3:23])([CH3:22])[CH3:21])=[O:19])[CH:12]=2)=[CH:7][CH:6]=1, predict the reaction product. The product is: [Cl:4][C:5]1[CH:10]=[CH:9][C:8]([C:11]2[O:15][N:14]=[C:13]([C@@H:16]([NH:17][S@@:18]([C:20]([CH3:23])([CH3:22])[CH3:21])=[O:19])[CH3:1])[CH:12]=2)=[CH:7][CH:6]=1. (5) Given the reactants Br[C:2]1[CH:7]=[CH:6][C:5]([CH2:8][N:9]2[C:14](=[O:15])[C:13]([C:16]([NH:18][CH2:19][C:20]([OH:22])=[O:21])=[O:17])=[C:12]([OH:23])[C:11]([CH:24]([CH3:26])[CH3:25])=[N:10]2)=[CH:4][CH:3]=1.CC1(C)C(C)(C)OB([C:35]2[CH:40]=[CH:39][N:38]=[C:37]([N:41]3[CH2:46][CH2:45][NH:44][CH2:43][CH2:42]3)[CH:36]=2)O1.C(=O)([O-])[O-].[K+].[K+].Cl, predict the reaction product. The product is: [OH:23][C:12]1[C:11]([CH:24]([CH3:26])[CH3:25])=[N:10][N:9]([CH2:8][C:5]2[CH:6]=[CH:7][C:2]([C:35]3[CH:40]=[CH:39][N:38]=[C:37]([N:41]4[CH2:42][CH2:43][NH:44][CH2:45][CH2:46]4)[CH:36]=3)=[CH:3][CH:4]=2)[C:14](=[O:15])[C:13]=1[C:16]([NH:18][CH2:19][C:20]([OH:22])=[O:21])=[O:17]. (6) Given the reactants [CH3:1][C:2]1[N:6]([CH2:7][C:8]([OH:10])=[O:9])[C:5]2[CH2:11][CH2:12][CH2:13][C:4]=2[C:3]=1[CH2:14][C:15]1[CH:20]=[CH:19][C:18](S(N2CCCC2)(=O)=O)=[CH:17][CH:16]=1.[O:29]1[CH2:34][CH2:33][N:32]([S:35](C2C=CC=CC=2C=O)(=[O:37])=[O:36])[CH2:31][CH2:30]1.N1(S(C2C=CC(C=O)=CC=2)(=O)=O)CCCC1, predict the reaction product. The product is: [CH3:1][C:2]1[N:6]([CH2:7][C:8]([OH:10])=[O:9])[C:5]2[CH2:11][CH2:12][CH2:13][C:4]=2[C:3]=1[CH2:14][C:15]1[CH:16]=[CH:17][CH:18]=[CH:19][C:20]=1[S:35]([N:32]1[CH2:33][CH2:34][O:29][CH2:30][CH2:31]1)(=[O:37])=[O:36]. (7) The product is: [Cl:38][C:36]1[CH:35]=[CH:34][C:33]([O:39][CH3:40])=[C:32]([C:17]2[CH:18]=[CH:19][CH:20]=[C:15]([O:14][CH2:13][CH:12]([OH:30])[CH2:11][N:2]3[CH2:3][CH2:4][C:5]4[C:10](=[CH:9][CH:8]=[CH:7][CH:6]=4)[CH2:1]3)[CH:16]=2)[CH:37]=1. Given the reactants [CH2:1]1[C:10]2[C:5](=[CH:6][CH:7]=[CH:8][CH:9]=2)[CH2:4][CH2:3][N:2]1[CH2:11][CH:12]([OH:30])[CH2:13][O:14][C:15]1[CH:20]=[CH:19][CH:18]=[C:17](B2OC(C)(C)C(C)(C)O2)[CH:16]=1.Br[C:32]1[CH:37]=[C:36]([Cl:38])[CH:35]=[CH:34][C:33]=1[O:39][CH3:40].C([O-])([O-])=O.[K+].[K+], predict the reaction product. (8) Given the reactants [C:1](Cl)(=[O:10])[O:2][CH2:3][C:4]1[CH:9]=[CH:8][CH:7]=[CH:6][CH:5]=1.Cl.[NH:13]1[CH2:17][CH2:16][CH:15]([C:18]([O:20][CH3:21])=[O:19])[CH2:14]1.C([O-])([O-])=O.[K+].[K+].O, predict the reaction product. The product is: [N:13]1([C:1]([O:2][CH2:3][C:4]2[CH:9]=[CH:8][CH:7]=[CH:6][CH:5]=2)=[O:10])[CH2:17][CH2:16][CH:15]([C:18]([O:20][CH3:21])=[O:19])[CH2:14]1. (9) Given the reactants [CH3:1][O:2][C:3]1[N:4]=[C:5]2[C:10](=[CH:11][CH:12]=1)[N:9]=[CH:8][CH:7]=[C:6]2[N:13]1[CH:21]=[C:20]2[C:15]([CH2:16][CH2:17][CH:18]([NH:22][CH2:23][C:24]3[CH:25]=[CH:26][C:27]4[S:32][CH2:31][C:30](=[O:33])[NH:29][C:28]=4[CH:34]=3)[CH2:19]2)=[N:14]1.CCN(CC)CC.Br[CH2:43][C:44]([O:46][C:47]([CH3:50])([CH3:49])[CH3:48])=[O:45], predict the reaction product. The product is: [C:47]([O:46][C:44](=[O:45])[CH2:43][N:22]([CH:18]1[CH2:17][CH2:16][C:15]2[C:20](=[CH:21][N:13]([C:6]3[C:5]4[C:10](=[CH:11][CH:12]=[C:3]([O:2][CH3:1])[N:4]=4)[N:9]=[CH:8][CH:7]=3)[N:14]=2)[CH2:19]1)[CH2:23][C:24]1[CH:25]=[CH:26][C:27]2[S:32][CH2:31][C:30](=[O:33])[NH:29][C:28]=2[CH:34]=1)([CH3:50])([CH3:49])[CH3:48]. (10) Given the reactants Br[C:2]1[C:11]2[C:6](=[CH:7][C:8]([S:12]([N:15](CC3C=CC(OC)=CC=3)[C:16]3[S:17][CH:18]=[CH:19][N:20]=3)(=[O:14])=[O:13])=[CH:9][CH:10]=2)[CH:5]=[N:4][CH:3]=1.[CH3:30][O:31][C:32]1[CH:37]=[C:36]([C:38]([F:41])([F:40])[F:39])[CH:35]=[CH:34][C:33]=1B(O)O.C(=O)([O-])[O-].[K+].[K+].O1CCOCC1, predict the reaction product. The product is: [CH3:30][O:31][C:32]1[CH:37]=[C:36]([C:38]([F:39])([F:40])[F:41])[CH:35]=[CH:34][C:33]=1[C:2]1[C:11]2[C:6](=[CH:7][C:8]([S:12]([NH:15][C:16]3[S:17][CH:18]=[CH:19][N:20]=3)(=[O:14])=[O:13])=[CH:9][CH:10]=2)[CH:5]=[N:4][CH:3]=1.